From a dataset of Catalyst prediction with 721,799 reactions and 888 catalyst types from USPTO. Predict which catalyst facilitates the given reaction. (1) Reactant: C(N(CC)CC)C.[CH3:8][C:9]1([CH3:16])[O:13][CH:12]([CH2:14][NH2:15])[CH2:11][O:10]1.[CH2:17]([O:24][C:25]1[CH:34]=[C:33]2[C:28]([C:29](Cl)=[C:30]([N+:35]([O-:37])=[O:36])[CH:31]=[N:32]2)=[CH:27][CH:26]=1)[C:18]1[CH:23]=[CH:22][CH:21]=[CH:20][CH:19]=1. Product: [CH2:17]([O:24][C:25]1[CH:34]=[C:33]2[C:28]([C:29]([NH:15][CH2:14][CH:12]3[CH2:11][O:10][C:9]([CH3:16])([CH3:8])[O:13]3)=[C:30]([N+:35]([O-:37])=[O:36])[CH:31]=[N:32]2)=[CH:27][CH:26]=1)[C:18]1[CH:19]=[CH:20][CH:21]=[CH:22][CH:23]=1. The catalyst class is: 4. (2) Reactant: [C:1]([O:5][C:6]([NH:8][C:9]1[CH:14]=[CH:13][CH:12]=[C:11]([CH3:15])[N:10]=1)=[O:7])([CH3:4])([CH3:3])[CH3:2].[H-].[Na+].Br[CH2:19][C:20]([O:22][C:23]([CH3:26])([CH3:25])[CH3:24])=[O:21].O. Product: [C:23]([O:22][C:20](=[O:21])[CH2:19][N:8]([C:6]([O:5][C:1]([CH3:4])([CH3:3])[CH3:2])=[O:7])[C:9]1[CH:14]=[CH:13][CH:12]=[C:11]([CH3:15])[N:10]=1)([CH3:26])([CH3:25])[CH3:24]. The catalyst class is: 9. (3) Reactant: C[O:2][C:3]([C:5]1[N:13]([CH2:14][C:15]2[CH:19]=[C:18]([C:20]3[S:21][C:22]([Cl:25])=[CH:23][CH:24]=3)[O:17][N:16]=2)[C:8]2=[N:9][CH:10]=[CH:11][CH:12]=[C:7]2[N:6]=1)=[O:4].[Li+].[OH-].Cl. Product: [Cl:25][C:22]1[S:21][C:20]([C:18]2[O:17][N:16]=[C:15]([CH2:14][N:13]3[C:8]4=[N:9][CH:10]=[CH:11][CH:12]=[C:7]4[N:6]=[C:5]3[C:3]([OH:4])=[O:2])[CH:19]=2)=[CH:24][CH:23]=1. The catalyst class is: 20. (4) Reactant: [Cl:1][C:2]1[CH:10]=[CH:9][C:5]([C:6](Cl)=[O:7])=[CH:4][CH:3]=1.[Cl-].[Al+3].[Cl-].[Cl-].[CH3:15][N:16]1[C:20]([CH2:21][C:22]#[N:23])=[CH:19][CH:18]=[CH:17]1.Cl. Product: [Cl:1][C:2]1[CH:10]=[CH:9][C:5]([C:6]([C:17]2[N:16]([CH3:15])[C:20]([CH2:21][C:22]#[N:23])=[CH:19][CH:18]=2)=[O:7])=[CH:4][CH:3]=1. The catalyst class is: 344. (5) Reactant: [Cl:1][C:2]1[CH:7]=[CH:6][CH:5]=[CH:4][C:3]=1[S:8](Cl)(=[O:10])=[O:9].[ClH:12].Cl.[NH:14]1[CH2:19][CH2:18][CH:17]([CH2:20][N:21]2[CH2:30][CH2:29][C:28]3[C:23](=[CH:24][C:25]([O:33][CH3:34])=[C:26]([O:31][CH3:32])[CH:27]=3)[CH2:22]2)[CH2:16][CH2:15]1.C(N(CC)C(C)C)(C)C. Product: [ClH:1].[Cl:1][C:2]1[CH:7]=[CH:6][C:5]([Cl:12])=[CH:4][C:3]=1[S:8]([N:14]1[CH2:15][CH2:16][CH:17]([CH2:20][N:21]2[CH2:30][CH2:29][C:28]3[C:23](=[CH:24][C:25]([O:33][CH3:34])=[C:26]([O:31][CH3:32])[CH:27]=3)[CH2:22]2)[CH2:18][CH2:19]1)(=[O:10])=[O:9]. The catalyst class is: 2. (6) Reactant: [CH:1]1([CH2:7][NH2:8])[CH2:6][CH2:5][CH2:4][CH2:3][CH2:2]1.[CH:9]1([NH:12][C:13]([C:15]2[CH:16]=[C:17]([F:39])[C:18]([CH3:38])=[C:19]([C:21]3[CH:26]=[CH:25][C:24]([C:27](O)=[O:28])=[CH:23][C:22]=3[C:30]([NH:32][C:33]3[S:34][CH:35]=[CH:36][N:37]=3)=[O:31])[CH:20]=2)=[O:14])[CH2:11][CH2:10]1.Cl.CN(C)CCCN=C=NCC.CCOC(C)=O. Product: [CH:1]1([CH2:7][NH:8][C:27]([C:24]2[CH:23]=[C:22]([C:30]([NH:32][C:33]3[S:34][CH:35]=[CH:36][N:37]=3)=[O:31])[C:21]([C:19]3[C:18]([CH3:38])=[C:17]([F:39])[CH:16]=[C:15]([C:13]([NH:12][CH:9]4[CH2:11][CH2:10]4)=[O:14])[CH:20]=3)=[CH:26][CH:25]=2)=[O:28])[CH2:6][CH2:5][CH2:4][CH2:3][CH2:2]1. The catalyst class is: 119.